This data is from Forward reaction prediction with 1.9M reactions from USPTO patents (1976-2016). The task is: Predict the product of the given reaction. Given the reactants [Na].[Cl:2][C:3]1[C:16]2[C:15](=[O:17])[C:14]3[C:9](=[CH:10][CH:11]=[CH:12][CH:13]=3)[S:8][C:7]=2[C:6]([OH:18])=[CH:5][CH:4]=1.Br[CH2:20][CH2:21][CH2:22][Cl:23], predict the reaction product. The product is: [Cl:2][C:3]1[C:16]2[C:15](=[O:17])[C:14]3[C:9](=[CH:10][CH:11]=[CH:12][CH:13]=3)[S:8][C:7]=2[C:6]([O:18][CH2:20][CH2:21][CH2:22][Cl:23])=[CH:5][CH:4]=1.